This data is from Forward reaction prediction with 1.9M reactions from USPTO patents (1976-2016). The task is: Predict the product of the given reaction. (1) Given the reactants [Br:1][C:2]1[CH:7]=[C:6]([N+:8]([O-])=O)[CH:5]=[C:4]([C:11]([C:14]2[CH:19]=[CH:18][CH:17]=[C:16]([O:20][CH:21]([F:23])[F:22])[CH:15]=2)([CH3:13])[CH3:12])[CH:3]=1.[NH4+].[Cl-], predict the reaction product. The product is: [Br:1][C:2]1[CH:7]=[C:6]([CH:5]=[C:4]([C:11]([C:14]2[CH:19]=[CH:18][CH:17]=[C:16]([O:20][CH:21]([F:22])[F:23])[CH:15]=2)([CH3:13])[CH3:12])[CH:3]=1)[NH2:8]. (2) Given the reactants Cl.[CH2:2]([O:9][C:10]1[CH:19]=[CH:18][CH:17]=[C:16]2[C:11]=1[CH2:12][CH2:13][CH2:14][CH:15]2[C:20]([N:22]([C:29]1[CH:30]=[N:31][C:32]([O:35][CH3:36])=[CH:33][CH:34]=1)[CH2:23][C:24]1[CH:25]=[N:26][NH:27][CH:28]=1)=[O:21])[C:3]1[CH:8]=[CH:7][CH:6]=[CH:5][CH:4]=1.[CH2:37](Br)[C:38]1[CH:43]=[CH:42][CH:41]=[CH:40][CH:39]=1, predict the reaction product. The product is: [CH2:2]([O:9][C:10]1[CH:19]=[CH:18][CH:17]=[C:16]2[C:11]=1[CH2:12][CH2:13][CH2:14][CH:15]2[C:20]([N:22]([CH2:23][C:24]1[CH:25]=[N:26][N:27]([CH2:37][C:38]2[CH:43]=[CH:42][CH:41]=[CH:40][CH:39]=2)[CH:28]=1)[C:29]1[CH:30]=[N:31][C:32]([O:35][CH3:36])=[CH:33][CH:34]=1)=[O:21])[C:3]1[CH:8]=[CH:7][CH:6]=[CH:5][CH:4]=1.